From a dataset of TCR-epitope binding with 47,182 pairs between 192 epitopes and 23,139 TCRs. Binary Classification. Given a T-cell receptor sequence (or CDR3 region) and an epitope sequence, predict whether binding occurs between them. The epitope is WICLLQFAY. The TCR CDR3 sequence is CASSEDTQSSGANVLTF. Result: 1 (the TCR binds to the epitope).